From a dataset of Forward reaction prediction with 1.9M reactions from USPTO patents (1976-2016). Predict the product of the given reaction. (1) Given the reactants [CH3:1][N:2]([CH3:12])[C:3]1[CH:11]=[CH:10][C:6]([C:7]([NH2:9])=[S:8])=[CH:5][CH:4]=1.Br[C:14]1[C:15](=O)[CH2:16][CH2:17][C:18]=1[OH:19], predict the reaction product. The product is: [CH3:1][N:2]([CH3:12])[C:3]1[CH:11]=[CH:10][C:6]([C:7]2[S:8][C:14]3[C:18](=[O:19])[CH2:17][CH2:16][C:15]=3[N:9]=2)=[CH:5][CH:4]=1. (2) Given the reactants [ClH:1].FC(F)(F)C(O)=O.[N:9]1([C:15]2[N:20]=[CH:19][N:18]=[C:17]([N:21]3[C:25](=[O:26])[C:24]([N:27]4[CH:31]=[C:30]([C:32]#[N:33])[N:29]=[N:28]4)=[CH:23][NH:22]3)[CH:16]=2)[CH2:14][CH2:13][O:12][CH2:11][CH2:10]1, predict the reaction product. The product is: [ClH:1].[N:9]1([C:15]2[N:20]=[CH:19][N:18]=[C:17]([N:21]3[C:25](=[O:26])[C:24]([N:27]4[CH:31]=[C:30]([C:32]#[N:33])[N:29]=[N:28]4)=[CH:23][NH:22]3)[CH:16]=2)[CH2:14][CH2:13][O:12][CH2:11][CH2:10]1. (3) Given the reactants Cl[C:2]1[N:7]=[CH:6][C:5]2[CH:8]=[N:9][N:10]([C:11]3[N:16]=[C:15]([N:17]4[CH2:22][CH2:21][N:20]([C:23]([O:25][C:26]([CH3:29])([CH3:28])[CH3:27])=[O:24])[CH2:19][CH2:18]4)[CH:14]=[CH:13][CH:12]=3)[C:4]=2[CH:3]=1.[N:30]1[CH:35]=[CH:34][N:33]=[CH:32][C:31]=1[Sn](CCCC)(CCCC)CCCC, predict the reaction product. The product is: [N:30]1[CH:35]=[CH:34][N:33]=[CH:32][C:31]=1[C:2]1[N:7]=[CH:6][C:5]2[CH:8]=[N:9][N:10]([C:11]3[N:16]=[C:15]([N:17]4[CH2:22][CH2:21][N:20]([C:23]([O:25][C:26]([CH3:28])([CH3:29])[CH3:27])=[O:24])[CH2:19][CH2:18]4)[CH:14]=[CH:13][CH:12]=3)[C:4]=2[CH:3]=1. (4) The product is: [NH2:22][S:21]([C:13]1[CH:14]=[C:15]([CH:19]=[CH:20][C:12]=1[Cl:11])[C:16]([NH:10][C@@H:8]([C:4]1[CH:5]=[CH:6][CH:7]=[C:2]([Cl:1])[CH:3]=1)[CH3:9])=[O:17])(=[O:24])=[O:23]. Given the reactants [Cl:1][C:2]1[CH:3]=[C:4]([C@H:8]([NH2:10])[CH3:9])[CH:5]=[CH:6][CH:7]=1.[Cl:11][C:12]1[CH:20]=[CH:19][C:15]([C:16](O)=[O:17])=[CH:14][C:13]=1[S:21](=[O:24])(=[O:23])[NH2:22].CCN=C=NCCCN(C)C.C1C=CC2N(O)N=NC=2C=1, predict the reaction product. (5) Given the reactants [CH2:1]([O:3][C:4](=[O:19])[C@@H:5]([O:17][CH3:18])[CH2:6][C:7]1[CH:12]=[CH:11][C:10]([OH:13])=[C:9]([CH2:14][CH:15]=[CH2:16])[CH:8]=1)[CH3:2].Br[CH2:21][CH2:22][CH2:23][O:24][C:25]1[CH:30]=[CH:29][C:28]([O:31][C:32]2[CH:37]=[CH:36][CH:35]=[CH:34][CH:33]=2)=[CH:27][CH:26]=1, predict the reaction product. The product is: [CH2:1]([O:3][C:4](=[O:19])[C@@H:5]([O:17][CH3:18])[CH2:6][C:7]1[CH:12]=[CH:11][C:10]([O:13][CH2:21][CH2:22][CH2:23][O:24][C:25]2[CH:30]=[CH:29][C:28]([O:31][C:32]3[CH:37]=[CH:36][CH:35]=[CH:34][CH:33]=3)=[CH:27][CH:26]=2)=[C:9]([CH2:14][CH:15]=[CH2:16])[CH:8]=1)[CH3:2]. (6) Given the reactants [CH3:1][C@@H:2]1[C@@H:4]([C:5]2[CH:10]=[CH:9][CH:8]=[CH:7][CH:6]=2)[NH:3]1.C(N(C)C(C)C)(C)C.[CH3:19][S:20](Cl)(=[O:22])=[O:21], predict the reaction product. The product is: [CH3:1][C@@H:2]1[C@@H:4]([C:5]2[CH:10]=[CH:9][CH:8]=[CH:7][CH:6]=2)[N:3]1[S:20]([CH3:19])(=[O:22])=[O:21].